This data is from Reaction yield outcomes from USPTO patents with 853,638 reactions. The task is: Predict the reaction yield, written as a fraction of the theoretical maximum amount of product (1.0 means a 100% yield; for example, 0.34 means a 34% yield). (1) The product is [C:43]1([O:42][C:40]([N:1]2[CH2:2][CH2:3][CH:4]([CH2:7][N:8]3[CH2:9][CH2:10][CH:11]([CH2:14][NH:15][C:16]([C:18]4[C:26]5[N:25]=[C:24]([CH:27]([CH3:29])[CH3:28])[NH:23][C:22]=5[CH:21]=[CH:20][CH:19]=4)=[O:17])[CH2:12][CH2:13]3)[CH2:5][CH2:6]2)=[O:41])[CH:48]=[CH:47][CH:46]=[CH:45][CH:44]=1. The yield is 0.240. The reactants are [NH:1]1[CH2:6][CH2:5][CH:4]([CH2:7][N:8]2[CH2:13][CH2:12][CH:11]([CH2:14][NH:15][C:16]([C:18]3[C:26]4[N:25]=[C:24]([CH:27]([CH3:29])[CH3:28])[NH:23][C:22]=4[CH:21]=[CH:20][CH:19]=3)=[O:17])[CH2:10][CH2:9]2)[CH2:3][CH2:2]1.C(N(CC)C(C)C)(C)C.Cl[C:40]([O:42][C:43]1[CH:48]=[CH:47][CH:46]=[CH:45][CH:44]=1)=[O:41]. The catalyst is ClCCl. (2) The reactants are [C:1]1([N:7]([C:18]2[CH:23]=[CH:22][C:21]([C:24]3[CH:29]=[CH:28][C:27](B4OC(C)(C)C(C)(C)O4)=[CH:26][CH:25]=3)=[CH:20][CH:19]=2)[C:8]2[C:17]3[C:12](=[CH:13][CH:14]=[CH:15][CH:16]=3)[CH:11]=[CH:10][CH:9]=2)[CH:6]=[CH:5][CH:4]=[CH:3][CH:2]=1.[Br:39][C:40]1[CH:45]=[CH:44][C:43](I)=[CH:42][CH:41]=1.C(=O)([O-])[O-].[K+].[K+]. The catalyst is O1CCOCC1.O.C1C=CC([P]([Pd]([P](C2C=CC=CC=2)(C2C=CC=CC=2)C2C=CC=CC=2)([P](C2C=CC=CC=2)(C2C=CC=CC=2)C2C=CC=CC=2)[P](C2C=CC=CC=2)(C2C=CC=CC=2)C2C=CC=CC=2)(C2C=CC=CC=2)C2C=CC=CC=2)=CC=1. The product is [Br:39][C:40]1[CH:45]=[CH:44][C:43]([C:27]2[CH:26]=[CH:25][C:24]([C:21]3[CH:20]=[CH:19][C:18]([N:7]([C:1]4[CH:6]=[CH:5][CH:4]=[CH:3][CH:2]=4)[C:8]4[C:17]5[C:12](=[CH:13][CH:14]=[CH:15][CH:16]=5)[CH:11]=[CH:10][CH:9]=4)=[CH:23][CH:22]=3)=[CH:29][CH:28]=2)=[CH:42][CH:41]=1. The yield is 0.907. (3) The reactants are [CH2:1]([CH:3]1[O:5][CH2:4]1)Br.[OH:6][C:7]1[CH:12]=[CH:11][CH:10]=[CH:9][C:8]=1[NH:13][C:14]([NH2:16])=[O:15].C(=O)([O-])[O-].[Cs+].[Cs+]. The catalyst is CN(C=O)C. The product is [O:5]1[CH2:4][CH:3]1[CH2:1][O:6][C:7]1[CH:12]=[CH:11][CH:10]=[CH:9][C:8]=1[NH:13][C:14]([NH2:16])=[O:15]. The yield is 0.320. (4) The reactants are [CH:1]([C@H:14]1[O:19][CH2:18][C@@H:17]([NH2:20])[CH2:16][CH2:15]1)([C:8]1[CH:13]=[CH:12][CH:11]=[CH:10][CH:9]=1)[C:2]1[CH:7]=[CH:6][CH:5]=[CH:4][CH:3]=1.[F:21][C:22]1[CH:23]=[C:24]([CH:27]=[CH:28][C:29]=1[F:30])[CH:25]=O.C(O)(=O)C.[BH3-]C#N.[Na+]. The catalyst is ClCCCl.CO. The product is [CH:1]([C@H:14]1[O:19][CH2:18][C@@H:17]([NH:20][CH2:25][C:24]2[CH:27]=[CH:28][C:29]([F:30])=[C:22]([F:21])[CH:23]=2)[CH2:16][CH2:15]1)([C:8]1[CH:13]=[CH:12][CH:11]=[CH:10][CH:9]=1)[C:2]1[CH:3]=[CH:4][CH:5]=[CH:6][CH:7]=1. The yield is 0.800. (5) The reactants are [OH:1][CH2:2][CH2:3][NH:4][CH2:5][CH2:6][N:7]1[CH2:12][CH2:11][S:10][C:9]2[CH:13]=[CH:14][C:15]([NH:17][C:18]([C:20]3[S:21][CH:22]=[CH:23][CH:24]=3)=[NH:19])=[CH:16][C:8]1=2.[ClH:25]. The catalyst is CO. The product is [ClH:25].[ClH:25].[OH:1][CH2:2][CH2:3][NH:4][CH2:5][CH2:6][N:7]1[CH2:12][CH2:11][S:10][C:9]2[CH:13]=[CH:14][C:15]([NH:17][C:18]([C:20]3[S:21][CH:22]=[CH:23][CH:24]=3)=[NH:19])=[CH:16][C:8]1=2. The yield is 0.990. (6) The reactants are Cl[C:2]1[C:11]2[C:6](=[CH:7][C:8]([O:14][CH3:15])=[C:9]([O:12][CH3:13])[CH:10]=2)[N:5]=[CH:4][CH:3]=1.[CH3:16][C:17]([C:19]1[CH:24]=[C:23]([O:25][CH3:26])[CH:22]=[CH:21][C:20]=1[OH:27])=[O:18]. The catalyst is CN(C)C1C=CN=CC=1.ClC1C=CC=CC=1Cl. The product is [CH3:13][O:12][C:9]1[CH:10]=[C:11]2[C:6](=[CH:7][C:8]=1[O:14][CH3:15])[N:5]=[CH:4][CH:3]=[C:2]2[O:27][C:20]1[CH:21]=[CH:22][C:23]([O:25][CH3:26])=[CH:24][C:19]=1[C:17](=[O:18])[CH3:16]. The yield is 0.730. (7) The reactants are [CH:1]1([N:7]([C:9]2[CH:14]=[CH:13][C:12]([C@@H:15]3[O:20][CH2:19][CH2:18][NH:17][CH2:16]3)=[CH:11][CH:10]=2)[CH3:8])[CH2:6][CH2:5][CH2:4][CH2:3][CH2:2]1.C(N(CC)CC)C.Cl[C:29]1[N:34]([CH3:35])[C:33](=[O:36])[CH:32]=[C:31]([C:37]2[CH:42]=[CH:41][N:40]=[CH:39][CH:38]=2)[N:30]=1.ClC1C=CNC(=O)N=1. The catalyst is O1CCCC1. The product is [CH:1]1([N:7]([C:9]2[CH:14]=[CH:13][C:12]([C@@H:15]3[O:20][CH2:19][CH2:18][N:17]([C:29]4[N:34]([CH3:35])[C:33](=[O:36])[CH:32]=[C:31]([C:37]5[CH:38]=[CH:39][N:40]=[CH:41][CH:42]=5)[N:30]=4)[CH2:16]3)=[CH:11][CH:10]=2)[CH3:8])[CH2:2][CH2:3][CH2:4][CH2:5][CH2:6]1. The yield is 0.757. (8) The reactants are [CH2:1]([NH:6][S:7]([NH:10]C(=O)OCC1C=CC=CC=1)(=[O:9])=[O:8])[CH2:2][CH2:3][CH2:4][CH3:5]. The catalyst is O1CCCC1.C(O)C.[C].[Pd]. The product is [CH2:1]([NH:6][S:7]([NH2:10])(=[O:9])=[O:8])[CH2:2][CH2:3][CH2:4][CH3:5]. The yield is 0.980. (9) The reactants are Cl.[NH2:2][C@@H:3]1[CH2:8][CH2:7][C@H:6]([C:9]([NH:11][CH:12]([CH3:14])[CH3:13])=[O:10])[CH2:5][CH2:4]1.CCN(C(C)C)C(C)C.[Cl:24][C:25]1[CH:30]=[C:29](Cl)[C:28]([N+:32]([O-:34])=[O:33])=[CH:27][N:26]=1. The catalyst is C(#N)C.O. The product is [Cl:24][C:25]1[CH:30]=[C:29]([NH:2][C@@H:3]2[CH2:4][CH2:5][C@H:6]([C:9]([NH:11][CH:12]([CH3:14])[CH3:13])=[O:10])[CH2:7][CH2:8]2)[C:28]([N+:32]([O-:34])=[O:33])=[CH:27][N:26]=1. The yield is 0.734.